Task: Regression. Given a peptide amino acid sequence and an MHC pseudo amino acid sequence, predict their binding affinity value. This is MHC class I binding data.. Dataset: Peptide-MHC class I binding affinity with 185,985 pairs from IEDB/IMGT The peptide sequence is YAREAGIAM. The MHC is HLA-C04:01 with pseudo-sequence HLA-C04:01. The binding affinity (normalized) is 0.213.